From a dataset of Full USPTO retrosynthesis dataset with 1.9M reactions from patents (1976-2016). Predict the reactants needed to synthesize the given product. (1) Given the product [Br:1][C:2]1[CH:3]=[C:4]([CH:9]=[CH:10][C:11]=1[O:12][CH:13]=[CH2:14])[C:5]([O:7][CH3:8])=[O:6], predict the reactants needed to synthesize it. The reactants are: [Br:1][C:2]1[CH:3]=[C:4]([CH:9]=[CH:10][C:11]=1[OH:12])[C:5]([O:7][CH3:8])=[O:6].[C:13](OC=C)(=O)[CH3:14].C([O-])([O-])=O.[Na+].[Na+]. (2) The reactants are: [OH:1][CH2:2][C:3]1([CH2:16][OH:17])[C:15]2[CH:14]=[CH:13][CH:12]=[CH:11][C:10]=2[C:9]2[C:4]1=[CH:5][CH:6]=[CH:7][CH:8]=2.ClCCl.[CH3:21][Si:22](Cl)([CH3:24])[CH3:23]. Given the product [CH3:21][Si:22]([CH3:24])([CH3:23])[O:1][CH2:2][C:3]1([CH2:16][O:17][Si:22]([CH3:24])([CH3:23])[CH3:21])[C:15]2[CH:14]=[CH:13][CH:12]=[CH:11][C:10]=2[C:9]2[C:4]1=[CH:5][CH:6]=[CH:7][CH:8]=2, predict the reactants needed to synthesize it. (3) Given the product [CH2:35]([O:30][CH2:29][C:10]12[CH2:11][N:12]3[CH:13]([C:16]4[CH:21]=[CH:20][CH:19]=[CH:18][CH:17]=4)[N:14]([CH:7]([C:1]4[CH:2]=[CH:3][CH:4]=[CH:5][CH:6]=4)[N:8]([CH:22]3[C:23]3[CH:24]=[CH:25][CH:26]=[CH:27][CH:28]=3)[CH2:9]1)[CH2:15]2)[C:34]#[CH:33], predict the reactants needed to synthesize it. The reactants are: [C:1]1([CH:7]2[N:14]3[CH2:15][C:10]4([CH2:29][OH:30])[CH2:11][N:12]([CH:22]([C:23]5[CH:28]=[CH:27][CH:26]=[CH:25][CH:24]=5)[N:8]2[CH2:9]4)[CH:13]3[C:16]2[CH:21]=[CH:20][CH:19]=[CH:18][CH:17]=2)[CH:6]=[CH:5][CH:4]=[CH:3][CH:2]=1.[OH-].[K+].[CH2:33](Br)[C:34]#[CH:35].